From a dataset of Forward reaction prediction with 1.9M reactions from USPTO patents (1976-2016). Predict the product of the given reaction. (1) Given the reactants [CH:1]([N-]C(C)C)(C)C.[Li+].[CH:9]1([CH:14]([C:19]2[CH:24]=[CH:23][CH:22]=[CH:21][CH:20]=2)[C:15]([O:17][CH3:18])=[O:16])[CH2:13][CH2:12][CH2:11][CH2:10]1.CI, predict the reaction product. The product is: [CH:9]1([C:14]([C:19]2[CH:20]=[CH:21][CH:22]=[CH:23][CH:24]=2)([CH3:1])[C:15]([O:17][CH3:18])=[O:16])[CH2:13][CH2:12][CH2:11][CH2:10]1. (2) Given the reactants CN(C)C=O.[CH3:6][N:7]1[CH:12]2[CH2:13][C:14]3[CH:19]=[CH:18][C:17]([OH:20])=[C:16]4[O:21][C@H:22]5[C@@H:23]([O:26]C(CCC(O)=O)=O)[CH:24]=[CH:25][C@@H:11]2[C@:10]5([C:15]=34)[CH2:9][CH2:8]1, predict the reaction product. The product is: [CH:19]1[C:14]2[CH2:13][C@H:12]3[N:7]([CH2:8][CH2:9][C@@:10]45[C@H:11]3[CH:25]=[CH:24][C@H:23]([OH:26])[C@@H:22]4[O:21][C:16]([C:15]=25)=[C:17]([OH:20])[CH:18]=1)[CH3:6]. (3) Given the reactants [F:1][C:2]([F:23])([F:22])[C:3]1[CH:4]=[C:5]([C:9]2[N:10]=[C:11]([CH:14]3[CH2:19][CH2:18][CH:17]([CH2:20][NH2:21])[CH2:16][CH2:15]3)[NH:12][CH:13]=2)[CH:6]=[CH:7][CH:8]=1.[C:24](Cl)(=[O:26])[CH3:25], predict the reaction product. The product is: [F:23][C:2]([F:1])([F:22])[C:3]1[CH:4]=[C:5]([C:9]2[N:10]=[C:11]([CH:14]3[CH2:15][CH2:16][CH:17]([CH2:20][NH:21][C:24](=[O:26])[CH3:25])[CH2:18][CH2:19]3)[NH:12][CH:13]=2)[CH:6]=[CH:7][CH:8]=1.